Dataset: Forward reaction prediction with 1.9M reactions from USPTO patents (1976-2016). Task: Predict the product of the given reaction. Given the reactants [CH3:1][O:2][C:3]1[N:8]=[CH:7][C:6]([N:9]2[C:13]([C:14]3[NH:15][CH:16]=[CH:17][CH:18]=3)=[CH:12][C:11]([C:19]([OH:21])=O)=[N:10]2)=[CH:5][CH:4]=1.[O:22]1[CH2:27][CH2:26][CH:25]([NH2:28])[CH2:24][CH2:23]1, predict the reaction product. The product is: [O:22]1[CH2:27][CH2:26][CH:25]([NH:28][C:19]([C:11]2[CH:12]=[C:13]([C:14]3[NH:15][CH:16]=[CH:17][CH:18]=3)[N:9]([C:6]3[CH:7]=[N:8][C:3]([O:2][CH3:1])=[CH:4][CH:5]=3)[N:10]=2)=[O:21])[CH2:24][CH2:23]1.